This data is from Forward reaction prediction with 1.9M reactions from USPTO patents (1976-2016). The task is: Predict the product of the given reaction. Given the reactants [CH3:1][C:2]1[CH:3]=[C:4]([CH:7]=[C:8]([CH3:11])[C:9]=1[OH:10])[C:5]#[N:6].C1C=CC(P([C:25]2[CH:30]=[CH:29]C=CC=2)C2C=CC=CC=2)=CC=1.CCOC(/N=N/C([O:40][CH2:41][CH3:42])=O)=O.C1C[O:46][CH2:45]C1, predict the reaction product. The product is: [CH3:25][C:30]1([CH3:29])[O:40][CH:41]([CH2:42][O:10][C:9]2[C:8]([CH3:11])=[CH:7][C:4]([C:5]#[N:6])=[CH:3][C:2]=2[CH3:1])[CH2:45][O:46]1.